This data is from Peptide-MHC class I binding affinity with 185,985 pairs from IEDB/IMGT. The task is: Regression. Given a peptide amino acid sequence and an MHC pseudo amino acid sequence, predict their binding affinity value. This is MHC class I binding data. The peptide sequence is TADDITMGY. The MHC is HLA-A01:01 with pseudo-sequence HLA-A01:01. The binding affinity (normalized) is 0.729.